Dataset: Forward reaction prediction with 1.9M reactions from USPTO patents (1976-2016). Task: Predict the product of the given reaction. (1) Given the reactants [C:1]1([CH2:7][NH2:8])[CH:6]=[CH:5][CH:4]=[CH:3][CH:2]=1.[CH2:9]=O.[CH:11]1[CH2:16][CH2:15][CH:14]=[CH:13][CH:12]=1, predict the reaction product. The product is: [CH2:7]([N:8]1[CH2:9][CH:15]2[CH2:16][CH2:11][CH:12]1[CH:13]=[CH:14]2)[C:1]1[CH:6]=[CH:5][CH:4]=[CH:3][CH:2]=1. (2) The product is: [NH2:1][C:2]1[CH:12]=[C:11]([CH2:13][OH:14])[C:10]([C:15]([F:16])([F:17])[F:18])=[CH:9][C:3]=1[C:4]([OH:6])=[O:5]. Given the reactants [NH2:1][C:2]1[CH:12]=[C:11]([CH2:13][OH:14])[C:10]([C:15]([F:18])([F:17])[F:16])=[CH:9][C:3]=1[C:4]([O:6]CC)=[O:5].NC1C(Br)=CC(C(F)(F)F)=CC=1C(O)=O, predict the reaction product. (3) Given the reactants [CH2:1]([O:8][N:9]1[C:15](=[O:16])[N:14]2[CH2:17][C@H:10]1[CH2:11][CH2:12][C@H:13]2[C:18]([OH:20])=O)[C:2]1[CH:7]=[CH:6][CH:5]=[CH:4][CH:3]=1.[NH2:21][O:22][CH2:23][C@@H:24]([NH:26][C:27](=[O:33])[O:28][C:29]([CH3:32])([CH3:31])[CH3:30])[CH3:25], predict the reaction product. The product is: [CH2:1]([O:8][N:9]1[C:15](=[O:16])[N:14]2[CH2:17][C@H:10]1[CH2:11][CH2:12][C@H:13]2[C:18]([NH:21][O:22][CH2:23][C@@H:24]([NH:26][C:27](=[O:33])[O:28][C:29]([CH3:32])([CH3:31])[CH3:30])[CH3:25])=[O:20])[C:2]1[CH:3]=[CH:4][CH:5]=[CH:6][CH:7]=1. (4) Given the reactants [C:1]1([C:7]2[N:12]=[CH:11][C:10]([C:13](=[O:15])[CH3:14])=[CH:9][N:8]=2)[CH:6]=[CH:5][CH:4]=[CH:3][CH:2]=1.[Br-:16].[Br-].[Br-].C([N+](CCCC)(CCCC)CCCC)CCC.C([N+](CCCC)(CCCC)CCCC)CCC.C([N+](CCCC)(CCCC)CCCC)CCC, predict the reaction product. The product is: [Br:16][CH2:14][C:13]([C:10]1[CH:9]=[N:8][C:7]([C:1]2[CH:2]=[CH:3][CH:4]=[CH:5][CH:6]=2)=[N:12][CH:11]=1)=[O:15]. (5) Given the reactants [Cl:1][C:2]1[CH:3]=[C:4]([CH:8]=[CH:9][C:10]=1[OH:11])[C:5]([OH:7])=[O:6].[Cl:12][C:13]1[C:14](F)=[CH:15][C:16]2[O:21][CH:20]([C:22]([F:25])([F:24])[F:23])[C:19]([C:26]([O:28]CC)=[O:27])=[CH:18][C:17]=2[CH:31]=1.C(=O)([O-])[O-].[K+].[K+], predict the reaction product. The product is: [C:5]([C:4]1[CH:8]=[CH:9][C:10]([O:11][C:14]2[C:13]([Cl:12])=[CH:31][C:17]3[CH:18]=[C:19]([C:26]([OH:28])=[O:27])[CH:20]([C:22]([F:24])([F:25])[F:23])[O:21][C:16]=3[CH:15]=2)=[C:2]([Cl:1])[CH:3]=1)([OH:7])=[O:6].